This data is from Forward reaction prediction with 1.9M reactions from USPTO patents (1976-2016). The task is: Predict the product of the given reaction. (1) Given the reactants [Br:1][C:2]1[CH:3]=[CH:4][C:5]([OH:10])=[C:6]([CH:9]=1)[CH:7]=[O:8].[C:11]1([N:17]2[CH2:22][CH2:21][O:20][CH2:19][CH2:18]2)[CH2:16][CH2:15][CH2:14][CH2:13][CH:12]=1, predict the reaction product. The product is: [Br:1][C:2]1[CH:9]=[C:6]2[C:5]([O:10][C:11]3([N:17]4[CH2:22][CH2:21][O:20][CH2:19][CH2:18]4)[CH:16]([CH:7]2[OH:8])[CH2:15][CH2:14][CH2:13][CH2:12]3)=[CH:4][CH:3]=1. (2) Given the reactants [CH2:1]([C:3]1[CH:4]=[C:5]([OH:26])[CH:6]=[C:7]([CH2:24][CH3:25])[C:8]=1[O:9][CH2:10][CH2:11][CH2:12][O:13][C:14]1[CH:19]=[CH:18][C:17]([C:20]([F:23])([F:22])[F:21])=[CH:16][N:15]=1)[CH3:2].C(=O)([O-])[O-].[K+].[K+].[Cl:33][C:34]([Cl:38])=[CH:35][CH2:36]Cl, predict the reaction product. The product is: [CH2:24]([C:7]1[CH:6]=[C:5]([O:26][CH2:36][CH:35]=[C:34]([Cl:38])[Cl:33])[CH:4]=[C:3]([CH2:1][CH3:2])[C:8]=1[O:9][CH2:10][CH2:11][CH2:12][O:13][C:14]1[CH:19]=[CH:18][C:17]([C:20]([F:22])([F:21])[F:23])=[CH:16][N:15]=1)[CH3:25]. (3) Given the reactants [F:1][C:2]1[CH:7]=[CH:6][CH:5]=[CH:4][C:3]=1[C:8]1[CH2:17][C:16](=[O:18])[C:15]2[C:10](=[CH:11][CH:12]=[C:13]3[O:21]C[O:19][C:14]3=2)[N:9]=1, predict the reaction product. The product is: [F:1][C:2]1[CH:7]=[CH:6][CH:5]=[CH:4][C:3]=1[C:8]1[CH2:17][C:16](=[O:18])[C:15]2[C:10](=[CH:11][CH:12]=[C:13]([OH:21])[C:14]=2[OH:19])[N:9]=1. (4) Given the reactants [OH:1][C:2]1([CH2:15][CH:16]=O)[CH2:14][CH2:13][C:5]2([O:10][CH2:9][C:8]([CH3:12])([CH3:11])[CH2:7][O:6]2)[CH2:4][CH2:3]1.[CH:18]1[C:27]2[C:22](=[CH:23][CH:24]=[CH:25][CH:26]=2)[CH:21]=[CH:20][C:19]=1[C@@H:28]([NH2:30])[CH3:29], predict the reaction product. The product is: [CH3:12][C:8]1([CH3:11])[CH2:9][O:10][C:5]2([CH2:13][CH2:14][C:2]([CH2:15][CH2:16][NH:30][C@H:28]([C:19]3[CH:20]=[CH:21][C:22]4[C:27](=[CH:26][CH:25]=[CH:24][CH:23]=4)[CH:18]=3)[CH3:29])([OH:1])[CH2:3][CH2:4]2)[O:6][CH2:7]1. (5) Given the reactants [Cl:1][C:2]1[CH:8]=[C:7]([O:9][C:10]2[C:19]3[C:14](=[CH:15][C:16]([O:22][CH3:23])=[C:17]([O:20][CH3:21])[CH:18]=3)[N:13]=[CH:12][N:11]=2)[CH:6]=[CH:5][C:3]=1[NH2:4].ClC(Cl)(O[C:28](=[O:34])OC(Cl)(Cl)Cl)Cl.[CH2:36]([N:43]1[CH2:47][CH2:46][C@H:45]([NH2:48])[CH2:44]1)[C:37]1[CH:42]=[CH:41][CH:40]=[CH:39][CH:38]=1.C(=O)([O-])O.[Na+], predict the reaction product. The product is: [CH2:36]([N:43]1[CH2:47][CH2:46][C@H:45]([NH:48][C:28]([NH:4][C:3]2[CH:5]=[CH:6][C:7]([O:9][C:10]3[C:19]4[C:14](=[CH:15][C:16]([O:22][CH3:23])=[C:17]([O:20][CH3:21])[CH:18]=4)[N:13]=[CH:12][N:11]=3)=[CH:8][C:2]=2[Cl:1])=[O:34])[CH2:44]1)[C:37]1[CH:38]=[CH:39][CH:40]=[CH:41][CH:42]=1. (6) Given the reactants [F:8][C:7]([F:10])([F:9])[C:6](O[C:6](=[O:11])[C:7]([F:10])([F:9])[F:8])=[O:11].[F:14][C:15]1[CH:45]=[CH:44][C:18]([CH2:19][C:20]2([CH2:33][NH:34][C@@H:35]3[CH2:37][C@H:36]3[C:38]3[CH:43]=[CH:42][CH:41]=[CH:40][CH:39]=3)[CH2:25][CH2:24][N:23]([C:26]([O:28][C:29]([CH3:32])([CH3:31])[CH3:30])=[O:27])[CH2:22][CH2:21]2)=[CH:17][CH:16]=1.C(N(CC)C(C)C)(C)C, predict the reaction product. The product is: [F:14][C:15]1[CH:45]=[CH:44][C:18]([CH2:19][C:20]2([CH2:33][N:34]([C@@H:35]3[CH2:37][C@H:36]3[C:38]3[CH:39]=[CH:40][CH:41]=[CH:42][CH:43]=3)[C:6](=[O:11])[C:7]([F:8])([F:9])[F:10])[CH2:21][CH2:22][N:23]([C:26]([O:28][C:29]([CH3:32])([CH3:30])[CH3:31])=[O:27])[CH2:24][CH2:25]2)=[CH:17][CH:16]=1. (7) Given the reactants Cl[C:2]1[C:11]2[C:6](=[CH:7][CH:8]=[CH:9][CH:10]=2)[C:5]([N:12]2[CH2:17][CH2:16][N:15]([C:18]([C:20]3[CH:25]=[CH:24][CH:23]=[CH:22][CH:21]=3)=[O:19])[CH2:14][C@H:13]2[CH3:26])=[N:4][N:3]=1.[O:27]1[CH2:32][CH2:31][CH2:30][CH2:29][CH:28]1[O:33][CH2:34][CH2:35][C:36]1[CH:41]=[CH:40][C:39](B(O)O)=[CH:38][CH:37]=1.C(=O)([O-])[O-].[Na+].[Na+], predict the reaction product. The product is: [CH3:26][C@H:13]1[N:12]([C:5]2[C:6]3[C:11](=[CH:10][CH:9]=[CH:8][CH:7]=3)[C:2]([C:39]3[CH:40]=[CH:41][C:36]([CH2:35][CH2:34][O:33][CH:28]4[CH2:29][CH2:30][CH2:31][CH2:32][O:27]4)=[CH:37][CH:38]=3)=[N:3][N:4]=2)[CH2:17][CH2:16][N:15]([C:18]([C:20]2[CH:25]=[CH:24][CH:23]=[CH:22][CH:21]=2)=[O:19])[CH2:14]1. (8) The product is: [CH3:23][NH:24][C@H:11]([CH2:13]/[CH:14]=[CH:15]/[C:16]1[CH:17]=[N:18][CH:19]=[CH:20][CH:21]=1)[CH3:12]. Given the reactants C1(C)C=CC(S(O[C@@H:11]([CH2:13]/[CH:14]=[CH:15]/[C:16]2[CH:17]=[N:18][CH:19]=[CH:20][CH:21]=2)[CH3:12])(=O)=O)=CC=1.[CH3:23][NH2:24], predict the reaction product. (9) Given the reactants [CH3:1][C:2]([C:6]1[CH:11]=[CH:10][C:9](B2OC(C)(C)C(C)(C)O2)=[CH:8][N:7]=1)([CH3:5])[C:3]#[N:4].C(C(C1N=CC(B(O)O)=CC=1)(C)C)#N.FC(F)(F)C(O)=O.Br[C:43]1[S:47][C:46]([N+:48]([O-:50])=[O:49])=[C:45]([C:51]([NH2:53])=[O:52])[CH:44]=1, predict the reaction product. The product is: [C:3]([C:2]([C:6]1[N:7]=[CH:8][C:9]([C:43]2[S:47][C:46]([N+:48]([O-:50])=[O:49])=[C:45]([C:51]([NH2:53])=[O:52])[CH:44]=2)=[CH:10][CH:11]=1)([CH3:1])[CH3:5])#[N:4]. (10) Given the reactants [OH-].[Na+].[Br:3][C:4]1[CH:9]=[CH:8][C:7]([CH:10]([CH2:17][C:18]2[CH:23]=[CH:22][C:21]([O:24][CH2:25][CH2:26][C:27]3[CH:32]=[CH:31][CH:30]=[C:29]([NH:33][CH3:34])[N:28]=3)=[CH:20][CH:19]=2)[CH2:11][C:12]([O:14]CC)=[O:13])=[CH:6][CH:5]=1, predict the reaction product. The product is: [Br:3][C:4]1[CH:5]=[CH:6][C:7]([CH:10]([CH2:17][C:18]2[CH:23]=[CH:22][C:21]([O:24][CH2:25][CH2:26][C:27]3[CH:32]=[CH:31][CH:30]=[C:29]([NH:33][CH3:34])[N:28]=3)=[CH:20][CH:19]=2)[CH2:11][C:12]([OH:14])=[O:13])=[CH:8][CH:9]=1.